The task is: Regression. Given two drug SMILES strings and cell line genomic features, predict the synergy score measuring deviation from expected non-interaction effect.. This data is from Merck oncology drug combination screen with 23,052 pairs across 39 cell lines. Drug 1: N#Cc1ccc(Cn2cncc2CN2CCN(c3cccc(Cl)c3)C(=O)C2)cc1. Drug 2: CCN(CC)CCNC(=O)c1c(C)[nH]c(C=C2C(=O)Nc3ccc(F)cc32)c1C. Cell line: UWB1289BRCA1. Synergy scores: synergy=12.4.